Dataset: Full USPTO retrosynthesis dataset with 1.9M reactions from patents (1976-2016). Task: Predict the reactants needed to synthesize the given product. Given the product [CH3:43][N:44]([CH2:45][C:46]1[CH:51]=[CH:50][CH:49]=[CH:48][C:47]=1[CH3:52])[C:18]([C:10]1[C:11]([CH:15]([CH3:16])[CH3:17])=[C:12]([CH:13]=[O:14])[N:8]([C:5]2[CH:4]=[CH:3][C:2]([F:1])=[CH:7][CH:6]=2)[N:9]=1)=[O:20], predict the reactants needed to synthesize it. The reactants are: [F:1][C:2]1[CH:7]=[CH:6][C:5]([N:8]2[C:12]([CH:13]=[O:14])=[C:11]([CH:15]([CH3:17])[CH3:16])[C:10]([C:18]([OH:20])=O)=[N:9]2)=[CH:4][CH:3]=1.CCN=C=NCCCN(C)C.C1C=CC2N(O)N=NC=2C=1.O.[CH3:43][NH:44][CH2:45][C:46]1[CH:51]=[CH:50][CH:49]=[CH:48][C:47]=1[CH3:52].